This data is from Reaction yield outcomes from USPTO patents with 853,638 reactions. The task is: Predict the reaction yield, written as a fraction of the theoretical maximum amount of product (1.0 means a 100% yield; for example, 0.34 means a 34% yield). (1) The reactants are [NH2:1][C@@H:2]([CH2:27][C:28]1[CH:33]=[CH:32][C:31]([C:34]([F:37])([F:36])[F:35])=[CH:30][CH:29]=1)[CH2:3][N:4]([C:12]1[S:13][C:14]([C:17]2[CH:26]=[CH:25][CH:24]=[C:23]3[C:18]=2[CH:19]=[N:20][N:21]=[CH:22]3)=[N:15][N:16]=1)C(=O)OC(C)(C)C.C(O)(C(F)(F)F)=O. No catalyst specified. The product is [NH2:1][C@@H:2]([CH2:27][C:28]1[CH:33]=[CH:32][C:31]([C:34]([F:35])([F:37])[F:36])=[CH:30][CH:29]=1)[CH2:3][NH:4][C:12]1[S:13][C:14]([C:17]2[CH:26]=[CH:25][CH:24]=[C:23]3[C:18]=2[CH:19]=[N:20][N:21]=[CH:22]3)=[N:15][N:16]=1. The yield is 0.750. (2) The reactants are [CH:1]1[C:10]2[C:5](=[CH:6][CH:7]=[CH:8][CH:9]=2)[CH:4]=[CH:3][C:2]=1[Mg]Br.Br[CH:14]1[CH2:19][CH2:18][CH2:17][CH2:16][CH2:15]1.CN(CCN(C)C)C.[Cl-].[NH4+]. No catalyst specified. The product is [CH:14]1([C:2]2[CH:3]=[CH:4][C:5]3[C:10](=[CH:9][CH:8]=[CH:7][CH:6]=3)[CH:1]=2)[CH2:19][CH2:18][CH2:17][CH2:16][CH2:15]1. The yield is 0.960. (3) The product is [C:1]1([CH2:7][O:8][C:9](=[O:24])[N:10]([CH2:12][C:13]2[NH:15][C:16]3[C:17]([N:23]=2)=[N:18][CH:19]=[C:20]([Br:22])[CH:21]=3)[CH3:11])[CH:6]=[CH:5][CH:4]=[CH:3][CH:2]=1. The yield is 0.760. The reactants are [C:1]1([CH2:7][O:8][C:9](=[O:24])[N:10]([CH2:12][C:13]([NH:15][C:16]2[C:17]([NH2:23])=[N:18][CH:19]=[C:20]([Br:22])[CH:21]=2)=O)[CH3:11])[CH:6]=[CH:5][CH:4]=[CH:3][CH:2]=1. The catalyst is C(O)(=O)C.